Dataset: Reaction yield outcomes from USPTO patents with 853,638 reactions. Task: Predict the reaction yield, written as a fraction of the theoretical maximum amount of product (1.0 means a 100% yield; for example, 0.34 means a 34% yield). (1) The reactants are [I-:1].[CH3:2][N:3]1[CH:7]=[CH:6][CH:5]=[C:4]1[CH2:8][N+](C)(C)C.[C:13]1([P:19]([C:26]2[CH:31]=[CH:30][CH:29]=[CH:28][CH:27]=2)[C:20]2[CH:25]=[CH:24][CH:23]=[CH:22][CH:21]=2)[CH:18]=[CH:17][CH:16]=[CH:15][CH:14]=1. The catalyst is C(#N)C. The product is [I-:1].[CH3:2][N:3]1[CH:7]=[CH:6][CH:5]=[C:4]1[CH2:8][P+:19]([C:20]1[CH:21]=[CH:22][CH:23]=[CH:24][CH:25]=1)([C:26]1[CH:31]=[CH:30][CH:29]=[CH:28][CH:27]=1)[C:13]1[CH:14]=[CH:15][CH:16]=[CH:17][CH:18]=1. The yield is 0.810. (2) The reactants are [CH:1]1([C:4]2[N:8]3[CH2:9][CH2:10][CH2:11][C@@H:12]([C:13]4[N:17]5[CH:18]=[CH:19][N:20]=[C:21]([NH:22][CH2:23][C:24]6[CH:29]=[CH:28][C:27]([O:30][CH3:31])=[CH:26][C:25]=6[O:32][CH3:33])[C:16]5=[C:15]([C:34]5[CH:43]=[CH:42][C:37]([C:38]([O:40]C)=[O:39])=[CH:36][CH:35]=5)[N:14]=4)[C:7]3=[N:6][N:5]=2)[CH2:3][CH2:2]1.Cl. The catalyst is C1COCC1.CO.O. The product is [CH:1]1([C:4]2[N:8]3[CH2:9][CH2:10][CH2:11][C@@H:12]([C:13]4[N:17]5[CH:18]=[CH:19][N:20]=[C:21]([NH:22][CH2:23][C:24]6[CH:29]=[CH:28][C:27]([O:30][CH3:31])=[CH:26][C:25]=6[O:32][CH3:33])[C:16]5=[C:15]([C:34]5[CH:43]=[CH:42][C:37]([C:38]([OH:40])=[O:39])=[CH:36][CH:35]=5)[N:14]=4)[C:7]3=[N:6][N:5]=2)[CH2:3][CH2:2]1. The yield is 0.450. (3) The yield is 0.900. The reactants are [CH2:1]([O:3][C:4]1[N:8]([C:9]2[C:17]3[O:16][CH2:15][C@H:14]([N:18](C(=O)C(F)(F)F)[C:19]4[CH:32]=[CH:31][C:22]5[C@H:23]([CH2:26][C:27]([O:29]C)=[O:28])[CH2:24][O:25][C:21]=5[CH:20]=4)[C:13]=3[CH:12]=[CH:11][CH:10]=2)[C:7]2[CH:39]=[CH:40][CH:41]=[CH:42][C:6]=2[N:5]=1)[CH3:2].[OH-].[Na+].Cl. The product is [CH2:1]([O:3][C:4]1[N:8]([C:9]2[C:17]3[O:16][CH2:15][C@H:14]([NH:18][C:19]4[CH:32]=[CH:31][C:22]5[C@H:23]([CH2:26][C:27]([OH:29])=[O:28])[CH2:24][O:25][C:21]=5[CH:20]=4)[C:13]=3[CH:12]=[CH:11][CH:10]=2)[C:7]2[CH:39]=[CH:40][CH:41]=[CH:42][C:6]=2[N:5]=1)[CH3:2]. The catalyst is O1CCCC1.CO.O. (4) The product is [CH3:1][N:2]1[CH2:7][CH2:6][N:5]([C:12]2[N:17]=[C:16]([Sn:18]([CH2:23][CH2:24][CH2:25][CH3:26])([CH2:27][CH2:28][CH2:29][CH3:30])[CH2:19][CH2:20][CH2:21][CH3:22])[CH:15]=[CH:14][N:13]=2)[CH2:4][CH2:3]1. The catalyst is O. The yield is 0.560. The reactants are [CH3:1][N:2]1[CH2:7][CH2:6][NH:5][CH2:4][CH2:3]1.CS([C:12]1[N:17]=[C:16]([Sn:18]([CH2:27][CH2:28][CH2:29][CH3:30])([CH2:23][CH2:24][CH2:25][CH3:26])[CH2:19][CH2:20][CH2:21][CH3:22])[CH:15]=[CH:14][N:13]=1)(=O)=O.O1CCOCC1. (5) The reactants are [CH2:1]([S:8]([CH2:10][CH:11]([CH2:22][CH2:23][C:24]([O:26]CC1C=CC=CC=1)=[O:25])[C:12]([O:14]CC1C=CC=CC=1)=[O:13])=[O:9])[C:2]1[CH:7]=[CH:6][CH:5]=[CH:4][CH:3]=1.[OH-].[Na+]. The catalyst is O1CCCC1. The product is [CH2:1]([S:8]([CH2:10][CH:11]([CH2:22][CH2:23][C:24]([OH:26])=[O:25])[C:12]([OH:14])=[O:13])=[O:9])[C:2]1[CH:3]=[CH:4][CH:5]=[CH:6][CH:7]=1. The yield is 0.760. (6) The reactants are [Br:1][C:2]1[N:7]=[C:6]([CH3:8])[N:5]=[C:4]([CH:9]=O)[CH:3]=1.[NH2:11][OH:12].Cl.C([O-])(=O)C.C(O)(=O)C.[Na+]. The catalyst is C(O)C.O. The product is [Br:1][C:2]1[N:7]=[C:6]([CH3:8])[N:5]=[C:4]([CH:9]=[N:11][OH:12])[CH:3]=1. The yield is 0.338. (7) The reactants are [NH2:1][C:2]1[C:3]([Cl:19])=[C:4]([C:15]([F:18])=[CH:16][CH:17]=1)[C:5]([O:7][CH2:8][C:9]1[CH:14]=[CH:13][CH:12]=[CH:11][CH:10]=1)=[O:6].C(N([CH2:25][CH3:26])CC)C.[CH2:27]([S:30](Cl)(=[O:32])=[O:31])[CH2:28][CH3:29]. The catalyst is ClCCl. The product is [Cl:19][C:3]1[C:2]([N:1]([S:30]([CH2:27][CH2:25][CH3:26])(=[O:32])=[O:31])[S:30]([CH2:27][CH2:28][CH3:29])(=[O:32])=[O:31])=[CH:17][CH:16]=[C:15]([F:18])[C:4]=1[C:5]([O:7][CH2:8][C:9]1[CH:14]=[CH:13][CH:12]=[CH:11][CH:10]=1)=[O:6]. The yield is 0.711.